From a dataset of Tox21: 12 toxicity assays (nuclear receptors and stress response pathways). Binary classification across 12 toxicity assays. The compound is [O-][N+](=Nc1ccccc1)c1ccccc1. It tested positive (active) for: NR-AhR (Aryl hydrocarbon Receptor agonist activity), NR-ER (Estrogen Receptor agonist activity), SR-ARE (Antioxidant Response Element (oxidative stress)), and SR-MMP (Mitochondrial Membrane Potential disruption).